From a dataset of Catalyst prediction with 721,799 reactions and 888 catalyst types from USPTO. Predict which catalyst facilitates the given reaction. (1) Reactant: Br[CH2:2][C:3]1[C:10]([N+:11]([O-:13])=[O:12])=[CH:9][CH:8]=[CH:7][C:4]=1[C:5]#[N:6].Cl.[CH3:15][NH:16][CH3:17].C(N(CC)CC)C. Product: [CH3:15][N:16]([CH2:2][C:3]1[C:10]([N+:11]([O-:13])=[O:12])=[CH:9][CH:8]=[CH:7][C:4]=1[C:5]#[N:6])[CH3:17]. The catalyst class is: 2. (2) Reactant: [CH3:1][O:2][C:3]1[CH:8]=[C:7]([CH:9]=[CH2:10])[CH:6]=[CH:5][C:4]=1[N+:11]([O-:13])=[O:12].[NH:14]1[CH2:18][CH2:17][CH2:16][CH2:15]1. Product: [CH3:1][O:2][C:3]1[CH:8]=[C:7]([CH2:9][CH2:10][N:14]2[CH2:18][CH2:17][CH2:16][CH2:15]2)[CH:6]=[CH:5][C:4]=1[N+:11]([O-:13])=[O:12]. The catalyst class is: 5. (3) Reactant: C([O:5][C:6](=[O:39])[CH2:7][CH2:8][C:9]1[CH:14]=[CH:13][C:12]([O:15][CH2:16][CH2:17][C:18]2[N:19]=[C:20]([C:23]3[CH:28]=[CH:27][CH:26]=[CH:25][CH:24]=3)[O:21][CH:22]=2)=[CH:11][C:10]=1[CH2:29][O:30][C:31](=[O:38])[NH:32][CH:33]1[CH2:37][CH2:36][CH2:35][CH2:34]1)(C)(C)C.FC(F)(F)C(O)=O. Product: [CH:33]1([NH:32][C:31]([O:30][CH2:29][C:10]2[CH:11]=[C:12]([O:15][CH2:16][CH2:17][C:18]3[N:19]=[C:20]([C:23]4[CH:24]=[CH:25][CH:26]=[CH:27][CH:28]=4)[O:21][CH:22]=3)[CH:13]=[CH:14][C:9]=2[CH2:8][CH2:7][C:6]([OH:39])=[O:5])=[O:38])[CH2:37][CH2:36][CH2:35][CH2:34]1. The catalyst class is: 2. (4) Reactant: [H-].C([Al+]CC(C)C)C(C)C.[CH2:11]([N:18]1[CH2:23][CH2:22][CH:21]([NH:24][C:25]([NH:27][C@H:28]([C:36](OC)=O)[CH2:29][C:30]2[CH:35]=[CH:34][CH:33]=[CH:32][CH:31]=2)=[O:26])[CH2:20][CH2:19]1)[C:12]1[CH:17]=[CH:16][CH:15]=[CH:14][CH:13]=1. The catalyst class is: 451. Product: [CH2:29]([C:28]1[NH:27][C:25](=[O:26])[N:24]([CH:21]2[CH2:22][CH2:23][N:18]([CH2:11][C:12]3[CH:17]=[CH:16][CH:15]=[CH:14][CH:13]=3)[CH2:19][CH2:20]2)[CH:36]=1)[C:30]1[CH:35]=[CH:34][CH:33]=[CH:32][CH:31]=1. (5) Reactant: [S:1]1[C:9]2[CH:8]=[CH:7][N:6]=[CH:5][C:4]=2[CH:3]=[C:2]1[CH2:10]O.C1C=CC(P([N:26]=[N+:27]=[N-:28])(C2C=CC=CC=2)=O)=CC=1.C1CCN2C(=NCCC2)CC1. Product: [N:26]([CH2:10][C:2]1[S:1][C:9]2[CH:8]=[CH:7][N:6]=[CH:5][C:4]=2[CH:3]=1)=[N+:27]=[N-:28]. The catalyst class is: 1. (6) Reactant: [Cl:1][C:2]1[CH:10]=[CH:9][C:8]([C:11]2[N:12]([C:22]([O:24][C:25]([CH3:28])([CH3:27])[CH3:26])=[O:23])[C:13]3[C:18]([CH:19]=2)=[CH:17][C:16]([CH:20]=O)=[CH:15][CH:14]=3)=[C:7]2[C:3]=1[CH2:4][NH:5][C:6]2=[O:29].[NH:30]1[CH2:35][CH2:34][CH2:33][CH:32]([CH2:36][OH:37])[CH2:31]1.C(O[BH-](OC(=O)C)OC(=O)C)(=O)C.[Na+]. Product: [Cl:1][C:2]1[CH:10]=[CH:9][C:8]([C:11]2[N:12]([C:22]([O:24][C:25]([CH3:27])([CH3:26])[CH3:28])=[O:23])[C:13]3[C:18]([CH:19]=2)=[CH:17][C:16]([CH2:20][N:30]2[CH2:35][CH2:34][CH2:33][CH:32]([CH2:36][OH:37])[CH2:31]2)=[CH:15][CH:14]=3)=[C:7]2[C:3]=1[CH2:4][NH:5][C:6]2=[O:29]. The catalyst class is: 4. (7) Reactant: CC([Si](C)(C)[O:6][C@@H:7]1[CH2:11][N:10]([C:12]([O:14][C:15]([CH3:18])([CH3:17])[CH3:16])=[O:13])[C@@H:9]([CH2:19][O:20][CH3:21])[CH2:8]1)(C)C.CCCC[N+](CCCC)(CCCC)CCCC.[F-]. Product: [OH:6][C@@H:7]1[CH2:11][N:10]([C:12]([O:14][C:15]([CH3:16])([CH3:17])[CH3:18])=[O:13])[C@@H:9]([CH2:19][O:20][CH3:21])[CH2:8]1. The catalyst class is: 1.